Dataset: Peptide-MHC class I binding affinity with 185,985 pairs from IEDB/IMGT. Task: Regression. Given a peptide amino acid sequence and an MHC pseudo amino acid sequence, predict their binding affinity value. This is MHC class I binding data. (1) The peptide sequence is PYLTQYAII. The MHC is H-2-Kd with pseudo-sequence H-2-Kd. The binding affinity (normalized) is 0.638. (2) The peptide sequence is QQDTNSAGL. The MHC is HLA-A02:03 with pseudo-sequence HLA-A02:03. The binding affinity (normalized) is 0.0847.